Dataset: Human intestinal absorption (HIA) binary classification data from Hou et al.. Task: Regression/Classification. Given a drug SMILES string, predict its absorption, distribution, metabolism, or excretion properties. Task type varies by dataset: regression for continuous measurements (e.g., permeability, clearance, half-life) or binary classification for categorical outcomes (e.g., BBB penetration, CYP inhibition). Dataset: hia_hou. The drug is NC(=O)CS(=O)C(c1ccccc1)c1ccccc1. The result is 1 (good absorption).